Dataset: Full USPTO retrosynthesis dataset with 1.9M reactions from patents (1976-2016). Task: Predict the reactants needed to synthesize the given product. (1) Given the product [C:14]([C:13]([NH:12][C:7](=[O:8])[C:6]1[CH:10]=[CH:11][C:3]([C:1]#[N:2])=[CH:4][CH:5]=1)([CH3:29])[CH2:16][N:17]1[N:21]=[C:20]2[C:22]([Cl:28])=[CH:23][C:24]([Cl:27])=[C:25]([Cl:26])[C:19]2=[N:18]1)#[N:15], predict the reactants needed to synthesize it. The reactants are: [C:1]([C:3]1[CH:11]=[CH:10][C:6]([C:7](Cl)=[O:8])=[CH:5][CH:4]=1)#[N:2].[NH2:12][C:13]([CH3:29])([CH2:16][N:17]1[N:21]=[C:20]2[C:22]([Cl:28])=[CH:23][C:24]([Cl:27])=[C:25]([Cl:26])[C:19]2=[N:18]1)[C:14]#[N:15]. (2) Given the product [CH2:7]([O:9][C:10]1[CH:15]=[CH:14][C:13]([S:16]([NH2:19])(=[O:18])=[O:17])=[CH:12][C:11]=1[NH:20][C:21]1[S:22][CH:2]=[C:3]([OH:4])[N:23]=1)[CH3:8], predict the reactants needed to synthesize it. The reactants are: Br[CH2:2][C:3](OC)=[O:4].[CH2:7]([O:9][C:10]1[CH:15]=[CH:14][C:13]([S:16]([NH2:19])(=[O:18])=[O:17])=[CH:12][C:11]=1[NH:20][C:21]([NH2:23])=[S:22])[CH3:8].[NH4+].[OH-].O. (3) Given the product [CH3:17][N:16]([CH3:18])[C:14](=[O:15])[CH2:13][N:4]1[CH:5]=[C:6]([N+:7]([O-:9])=[O:8])[C:2]([CH3:1])=[N:3]1, predict the reactants needed to synthesize it. The reactants are: [CH3:1][C:2]1[C:6]([N+:7]([O-:9])=[O:8])=[CH:5][NH:4][N:3]=1.[H-].[Na+].Br[CH2:13][C:14]([N:16]([CH3:18])[CH3:17])=[O:15]. (4) Given the product [O:46]1[CH:45]=[CH:44][CH:43]=[C:42]1[CH2:41][NH:1][C@:2]12[CH2:37][CH2:36][C@@H:35]([C:38]([CH3:40])=[CH2:39])[C@@H:3]1[C@@H:4]1[C@@:17]([CH3:20])([CH2:18][CH2:19]2)[C@@:16]2([CH3:21])[C@@H:7]([C@:8]3([CH3:34])[C@@H:13]([CH2:14][CH2:15]2)[C:12]([CH3:22])([CH3:23])[C:11]([C:24]2[CH:25]=[CH:26][C:27]([C:28]([O:30][CH3:31])=[O:29])=[CH:32][CH:33]=2)=[CH:10][CH2:9]3)[CH2:6][CH2:5]1, predict the reactants needed to synthesize it. The reactants are: [NH2:1][C@:2]12[CH2:37][CH2:36][C@@H:35]([C:38]([CH3:40])=[CH2:39])[C@@H:3]1[C@@H:4]1[C@@:17]([CH3:20])([CH2:18][CH2:19]2)[C@@:16]2([CH3:21])[C@@H:7]([C@:8]3([CH3:34])[C@@H:13]([CH2:14][CH2:15]2)[C:12]([CH3:23])([CH3:22])[C:11]([C:24]2[CH:33]=[CH:32][C:27]([C:28]([O:30][CH3:31])=[O:29])=[CH:26][CH:25]=2)=[CH:10][CH2:9]3)[CH2:6][CH2:5]1.[CH:41](=O)[C:42]1[O:46][CH:45]=[CH:44][CH:43]=1.C(O[BH-](OC(=O)C)OC(=O)C)(=O)C.[Na+].[Na]. (5) Given the product [CH3:51][C:18]1([CH3:17])[O:22][C@H:21]([C:23]([N:25]2[CH2:30][CH2:29][C:28]([C:31]3[C:36]([F:37])=[CH:35][C:34]([N:38]4[CH2:42][C@H:41]([CH2:43][N:10]([C:11]5[CH:16]=[N:15][CH:14]=[CH:13][N:12]=5)[C:8]([O:7][C:3]([CH3:6])([CH3:4])[CH3:5])=[O:9])[O:40][C:39]4=[O:49])=[CH:33][C:32]=3[F:50])=[CH:27][CH2:26]2)=[O:24])[CH2:20][O:19]1, predict the reactants needed to synthesize it. The reactants are: [H-].[Na+].[C:3]([O:7][C:8]([NH:10][C:11]1[CH:16]=[N:15][CH:14]=[CH:13][N:12]=1)=[O:9])([CH3:6])([CH3:5])[CH3:4].[CH3:17][C:18]1([CH3:51])[O:22][C@H:21]([C:23]([N:25]2[CH2:30][CH2:29][C:28]([C:31]3[C:36]([F:37])=[CH:35][C:34]([N:38]4[CH2:42][C@H:41]([CH2:43]OS(C)(=O)=O)[O:40][C:39]4=[O:49])=[CH:33][C:32]=3[F:50])=[CH:27][CH2:26]2)=[O:24])[CH2:20][O:19]1. (6) Given the product [Cl:25][C:26]1[C:27]([C@@H:40]([OH:42])[CH3:41])=[CH:28][CH:29]=[CH:30][C:31]=1[O:32][CH:2]1[CH2:6][CH2:5][N:73]([C:74]([O:76][C:77]([CH3:78])([CH3:79])[CH3:80])=[O:75])[CH2:21][CH2:3]1, predict the reactants needed to synthesize it. The reactants are: O[C:2]1[CH:6]=[C:5](N2[C:6]3[CH:2]=[C:3]([CH2:21]S(C)(=O)=O)C=C[C:5]=3N=C2)S[C:3]=1[C:21](OC)=O.[Cl:25][C:26]1[C:31]([O:32][Si](C(C)(C)C)(C)C)=[CH:30][CH:29]=[CH:28][C:27]=1[C@@H:40]([OH:42])[CH3:41].C1(P(C2C=CC=CC=2)C2C=CC(N(C)C)=CC=2)C=CC=CC=1.[CH3:78][C:77]([O:76][C:74](/[N:73]=[N:73]/[C:74]([O:76][C:77]([CH3:80])([CH3:79])[CH3:78])=[O:75])=[O:75])([CH3:80])[CH3:79]. (7) Given the product [F:38][C:9]1[C:8]([O:7][CH2:6][CH2:5][OH:4])=[CH:13][C:12]([O:14][CH3:15])=[CH:11][C:10]=1[CH:16]([NH:29][C:30]1[CH:31]=[CH:32][C:33]([C:36]#[N:37])=[CH:34][CH:35]=1)[C:17]1[NH:21][C:20](=[O:22])[N:19]([C:23]2[N:24]=[CH:25][CH:26]=[CH:27][N:28]=2)[N:18]=1, predict the reactants needed to synthesize it. The reactants are: COC(=O)[O:4][CH2:5][CH2:6][O:7][C:8]1[CH:13]=[C:12]([O:14][CH3:15])[CH:11]=[C:10]([C:16](=[N:29][C:30]2[CH:35]=[CH:34][C:33]([C:36]#[N:37])=[CH:32][CH:31]=2)[C:17]2[NH:21][C:20](=[O:22])[N:19]([C:23]3[N:28]=[CH:27][CH:26]=[CH:25][N:24]=3)[N:18]=2)[C:9]=1[F:38].C([BH3-])#N.[Na+].C(O)(=O)C.[OH-].[Na+].